Dataset: CYP1A2 inhibition data for predicting drug metabolism from PubChem BioAssay. Task: Regression/Classification. Given a drug SMILES string, predict its absorption, distribution, metabolism, or excretion properties. Task type varies by dataset: regression for continuous measurements (e.g., permeability, clearance, half-life) or binary classification for categorical outcomes (e.g., BBB penetration, CYP inhibition). Dataset: cyp1a2_veith. (1) The drug is COc1ccc(Cc2n[nH]c(=O)c3ccccc23)cc1OC. The result is 0 (non-inhibitor). (2) The drug is Cc1cc(C)n2nc(SCC(=O)N/N=C/c3ccccc3F)nc2n1. The result is 1 (inhibitor). (3) The drug is O=C1c2ccc3c4c(ccc(c24)C(=O)N1c1ccc2ccccc2c1)CC3. The result is 1 (inhibitor). (4) The molecule is CC(NC(=O)CN1CCCC1)C12CC3CC(CC(C3)C1)C2.Cl. The result is 0 (non-inhibitor). (5) The compound is COc1cccc(-c2nc(N3CCNCC3)c3ccccc3n2)c1. The result is 1 (inhibitor). (6) The molecule is O=C(Cc1cccs1)NNC(=S)NCc1ccc(Cl)cc1. The result is 1 (inhibitor). (7) The drug is O=C(C[N+]1(c2ccccc2)CCOCC1)c1ccccc1. The result is 1 (inhibitor). (8) The result is 1 (inhibitor). The compound is COC(=O)c1ccccc1NC(=O)c1ccc(COc2ccc(C)c(C)c2)o1. (9) The molecule is O=C(CCC(=O)OCc1ccc(Cl)cc1)Nc1cccc([N+](=O)[O-])c1. The result is 1 (inhibitor).